Dataset: NCI-60 drug combinations with 297,098 pairs across 59 cell lines. Task: Regression. Given two drug SMILES strings and cell line genomic features, predict the synergy score measuring deviation from expected non-interaction effect. (1) Cell line: OVCAR-8. Drug 2: CN(C)N=NC1=C(NC=N1)C(=O)N. Drug 1: CC(CN1CC(=O)NC(=O)C1)N2CC(=O)NC(=O)C2. Synergy scores: CSS=30.2, Synergy_ZIP=1.05, Synergy_Bliss=8.26, Synergy_Loewe=3.22, Synergy_HSA=6.58. (2) Drug 1: C1=CC(=CC=C1CCCC(=O)O)N(CCCl)CCCl. Drug 2: C1=NC2=C(N=C(N=C2N1C3C(C(C(O3)CO)O)O)F)N. Cell line: NCI-H226. Synergy scores: CSS=13.4, Synergy_ZIP=0.141, Synergy_Bliss=4.41, Synergy_Loewe=0.711, Synergy_HSA=2.20. (3) Drug 1: CC1=C(C(CCC1)(C)C)C=CC(=CC=CC(=CC(=O)O)C)C. Drug 2: COC1=C2C(=CC3=C1OC=C3)C=CC(=O)O2. Cell line: NCI-H522. Synergy scores: CSS=4.25, Synergy_ZIP=-1.14, Synergy_Bliss=-0.00690, Synergy_Loewe=-0.0191, Synergy_HSA=0.284.